Dataset: Forward reaction prediction with 1.9M reactions from USPTO patents (1976-2016). Task: Predict the product of the given reaction. (1) Given the reactants Cl.ClC1C=C(NC2C(NN)=NC3=NON=C3N=2)C=CC=1F.C(C1OC([C:29]2[CH:37]=[CH:36][C:32]([C:33]([OH:35])=[O:34])=[CH:31][CH:30]=2)=CC=1)=O, predict the reaction product. The product is: [C:33]([OH:35])(=[O:34])[C:32]1[CH:36]=[CH:37][CH:29]=[CH:30][CH:31]=1. (2) Given the reactants [NH2:1][CH2:2][C:3]1[CH:23]=[C:22]([F:24])[CH:21]=[CH:20][C:4]=1[O:5][C:6]1[CH:7]=[C:8]2[C:12](=[CH:13][CH:14]=1)[N:11]([CH2:15][CH2:16][N:17]([CH3:19])[CH3:18])[N:10]=[CH:9]2.[N+](C1C=CC([O:34][C:35](=O)[NH:36][C:37]2[O:41][N:40]=[C:39]([C:42]([CH3:45])([CH3:44])[CH3:43])[CH:38]=2)=CC=1)([O-])=O.CO, predict the reaction product. The product is: [C:42]([C:39]1[CH:38]=[C:37]([NH:36][C:35]([NH:1][CH2:2][C:3]2[CH:23]=[C:22]([F:24])[CH:21]=[CH:20][C:4]=2[O:5][C:6]2[CH:7]=[C:8]3[C:12](=[CH:13][CH:14]=2)[N:11]([CH2:15][CH2:16][N:17]([CH3:19])[CH3:18])[N:10]=[CH:9]3)=[O:34])[O:41][N:40]=1)([CH3:45])([CH3:43])[CH3:44]. (3) Given the reactants C([O:3][C:4](=[O:23])[C:5]1[CH:10]=[CH:9][C:8]([C:11]2[S:12][CH:13]=[C:14]([C:16]([NH:19][C:20](=[O:22])[CH3:21])([CH3:18])[CH3:17])[N:15]=2)=[CH:7][CH:6]=1)C.[OH-].[Na+], predict the reaction product. The product is: [C:20]([NH:19][C:16]([C:14]1[N:15]=[C:11]([C:8]2[CH:7]=[CH:6][C:5]([C:4]([OH:23])=[O:3])=[CH:10][CH:9]=2)[S:12][CH:13]=1)([CH3:18])[CH3:17])(=[O:22])[CH3:21]. (4) The product is: [C:2]([C:4]1[CH:9]=[CH:8][C:7]([N:10]([C:20]([C:22]2[CH:27]=[CH:26][N:25]3[N:28]=[CH:29][C:30]([C:31]4[CH:36]=[CH:35][C:34]([C:37]([NH:38][CH3:39])=[O:40])=[N:33][CH:32]=4)=[C:24]3[CH:23]=2)=[O:21])[NH:11][CH3:12])=[CH:6][CH:5]=1)#[N:3]. Given the reactants Cl.[C:2]([C:4]1[CH:9]=[CH:8][C:7]([N:10]([C:20]([C:22]2[CH:27]=[CH:26][N:25]3[N:28]=[CH:29][C:30]([C:31]4[CH:32]=[N:33][C:34]([C:37](=[O:40])[NH:38][CH3:39])=[CH:35][CH:36]=4)=[C:24]3[CH:23]=2)=[O:21])[N:11](C)[C:12](OC(C)(C)C)=O)=[CH:6][CH:5]=1)#[N:3], predict the reaction product. (5) Given the reactants I[C:2]1[O:3][C:4]([C:7]2[N:12]=[C:11]([NH:13][C:14]3[CH:19]=[C:18]([CH3:20])[CH:17]=[CH:16][N:15]=3)[CH:10]=[CH:9][CH:8]=2)=[CH:5][N:6]=1.[C:21]1(B(O)O)[CH:26]=[CH:25][CH:24]=[CH:23][CH:22]=1.C([O-])([O-])=O.[K+].[K+], predict the reaction product. The product is: [CH3:20][C:18]1[CH:17]=[CH:16][N:15]=[C:14]([NH:13][C:11]2[CH:10]=[CH:9][CH:8]=[C:7]([C:4]3[O:3][C:2]([C:21]4[CH:26]=[CH:25][CH:24]=[CH:23][CH:22]=4)=[N:6][CH:5]=3)[N:12]=2)[CH:19]=1. (6) Given the reactants [N+:1]([CH2:4][C:5]([O:7][CH2:8][CH3:9])=[O:6])([O-:3])=[O:2].[CH2:10]([C:13]1[CH:22]=[CH:21][CH:20]=[C:19]2[C:14]=1[CH:15]=[CH:16][CH:17]=[N+:18]2[O-])[CH:11]=[CH2:12].C(OC(=O)C)(=O)C, predict the reaction product. The product is: [N+:1]([CH:4]([C:17]1[CH:16]=[CH:15][C:14]2[C:19](=[CH:20][CH:21]=[CH:22][C:13]=2[CH2:10][CH:11]=[CH2:12])[N:18]=1)[C:5]([O:7][CH2:8][CH3:9])=[O:6])([O-:3])=[O:2]. (7) Given the reactants [Br:1]N1C(=O)CCC1=O.C1(P(C2C=CC=CC=2)C2C=CC=CC=2)C=CC=CC=1.N1C=CC=CC=1.[C:34]([O:38][C:39](=[O:55])[C@@H:40]([NH:44][C:45]([O:47][CH2:48][C:49]1[CH:54]=[CH:53][CH:52]=[CH:51][CH:50]=1)=[O:46])[CH2:41][CH2:42]O)([CH3:37])([CH3:36])[CH3:35], predict the reaction product. The product is: [C:34]([O:38][C:39](=[O:55])[C@@H:40]([NH:44][C:45]([O:47][CH2:48][C:49]1[CH:54]=[CH:53][CH:52]=[CH:51][CH:50]=1)=[O:46])[CH2:41][CH2:42][Br:1])([CH3:37])([CH3:36])[CH3:35]. (8) Given the reactants [CH2:1]([N:3]1[C:11]2[C:6](=[CH:7][CH:8]=[C:9]([NH:12][C:13](=[O:26])[C:14]3[CH:19]=[CH:18][C:17]([N:20]4[CH2:25][CH2:24][NH:23][CH2:22][CH2:21]4)=[N:16][CH:15]=3)[CH:10]=2)[CH:5]=[CH:4]1)[CH3:2].Br[C:28]1[CH:36]=[CH:35][C:31]([C:32]([OH:34])=[O:33])=[C:30]([CH3:37])[CH:29]=1.C(C1C=C(NC(C2C=CC(N3CCN(C4C=CC(C(O)=O)=CC=4)CC3)=C(F)C=2)=O)C=CC=1)(C)(C)C, predict the reaction product. The product is: [CH3:37][C:30]1[CH:29]=[C:28]([N:23]2[CH2:24][CH2:25][N:20]([C:17]3[CH:18]=[CH:19][C:14]([C:13](=[O:26])[NH:12][C:9]4[CH:10]=[C:11]5[C:6]([CH:5]=[CH:4][N:3]5[CH2:1][CH3:2])=[CH:7][CH:8]=4)=[CH:15][N:16]=3)[CH2:21][CH2:22]2)[CH:36]=[CH:35][C:31]=1[C:32]([OH:34])=[O:33].